Dataset: NCI-60 drug combinations with 297,098 pairs across 59 cell lines. Task: Regression. Given two drug SMILES strings and cell line genomic features, predict the synergy score measuring deviation from expected non-interaction effect. (1) Drug 1: CC1=C2C(C(=O)C3(C(CC4C(C3C(C(C2(C)C)(CC1OC(=O)C(C(C5=CC=CC=C5)NC(=O)OC(C)(C)C)O)O)OC(=O)C6=CC=CC=C6)(CO4)OC(=O)C)O)C)O. Drug 2: CC1=C(C(=O)C2=C(C1=O)N3CC4C(C3(C2COC(=O)N)OC)N4)N. Cell line: SF-539. Synergy scores: CSS=60.3, Synergy_ZIP=0.737, Synergy_Bliss=2.38, Synergy_Loewe=6.08, Synergy_HSA=8.16. (2) Drug 1: C1CCC(CC1)NC(=O)N(CCCl)N=O. Drug 2: C1C(C(OC1N2C=C(C(=O)NC2=O)F)CO)O. Cell line: UACC62. Synergy scores: CSS=30.4, Synergy_ZIP=-17.0, Synergy_Bliss=-12.0, Synergy_Loewe=-7.07, Synergy_HSA=-6.12. (3) Drug 1: C1=NC(=NC(=O)N1C2C(C(C(O2)CO)O)O)N. Drug 2: C1CN(CCN1C(=O)CCBr)C(=O)CCBr. Synergy scores: CSS=36.0, Synergy_ZIP=-6.74, Synergy_Bliss=1.64, Synergy_Loewe=-36.8, Synergy_HSA=2.25. Cell line: NCI-H226. (4) Drug 1: CC=C1C(=O)NC(C(=O)OC2CC(=O)NC(C(=O)NC(CSSCCC=C2)C(=O)N1)C(C)C)C(C)C. Drug 2: CC12CCC3C(C1CCC2OP(=O)(O)O)CCC4=C3C=CC(=C4)OC(=O)N(CCCl)CCCl.[Na+]. Cell line: UACC-257. Synergy scores: CSS=57.8, Synergy_ZIP=-3.89, Synergy_Bliss=-5.36, Synergy_Loewe=-23.2, Synergy_HSA=-4.01. (5) Drug 1: COC1=CC(=CC(=C1O)OC)C2C3C(COC3=O)C(C4=CC5=C(C=C24)OCO5)OC6C(C(C7C(O6)COC(O7)C8=CC=CS8)O)O. Drug 2: CC1=C(C(CCC1)(C)C)C=CC(=CC=CC(=CC(=O)O)C)C. Cell line: BT-549. Synergy scores: CSS=36.5, Synergy_ZIP=7.04, Synergy_Bliss=6.31, Synergy_Loewe=-15.5, Synergy_HSA=2.85. (6) Drug 1: C#CCC(CC1=CN=C2C(=N1)C(=NC(=N2)N)N)C3=CC=C(C=C3)C(=O)NC(CCC(=O)O)C(=O)O. Drug 2: C1=NC2=C(N1)C(=S)N=CN2. Cell line: SK-MEL-2. Synergy scores: CSS=13.7, Synergy_ZIP=9.57, Synergy_Bliss=5.08, Synergy_Loewe=5.17, Synergy_HSA=-1.00. (7) Drug 1: C1=CC(=CC=C1C#N)C(C2=CC=C(C=C2)C#N)N3C=NC=N3. Drug 2: C1=NNC2=C1C(=O)NC=N2. Cell line: COLO 205. Synergy scores: CSS=4.82, Synergy_ZIP=2.20, Synergy_Bliss=3.42, Synergy_Loewe=5.31, Synergy_HSA=0.803. (8) Drug 1: CN1C2=C(C=C(C=C2)N(CCCl)CCCl)N=C1CCCC(=O)O.Cl. Drug 2: C#CCC(CC1=CN=C2C(=N1)C(=NC(=N2)N)N)C3=CC=C(C=C3)C(=O)NC(CCC(=O)O)C(=O)O. Cell line: HCT-15. Synergy scores: CSS=-3.87, Synergy_ZIP=1.41, Synergy_Bliss=-1.77, Synergy_Loewe=-3.05, Synergy_HSA=-5.53. (9) Drug 1: C1CCC(C1)C(CC#N)N2C=C(C=N2)C3=C4C=CNC4=NC=N3. Drug 2: C1CCC(C(C1)N)N.C(=O)(C(=O)[O-])[O-].[Pt+4]. Cell line: MOLT-4. Synergy scores: CSS=26.1, Synergy_ZIP=-2.00, Synergy_Bliss=-1.03, Synergy_Loewe=-14.6, Synergy_HSA=-0.0833. (10) Drug 1: COC1=C2C(=CC3=C1OC=C3)C=CC(=O)O2. Drug 2: B(C(CC(C)C)NC(=O)C(CC1=CC=CC=C1)NC(=O)C2=NC=CN=C2)(O)O. Cell line: SK-OV-3. Synergy scores: CSS=4.86, Synergy_ZIP=5.89, Synergy_Bliss=4.89, Synergy_Loewe=-38.6, Synergy_HSA=-1.40.